This data is from Full USPTO retrosynthesis dataset with 1.9M reactions from patents (1976-2016). The task is: Predict the reactants needed to synthesize the given product. (1) Given the product [CH3:1][C:2]1[C:3]([N+:12]([O-:14])=[O:13])=[C:4]([CH2:8][C:9]([NH:23][CH:17]([CH3:18])[CH3:16])=[O:11])[CH:5]=[CH:6][CH:7]=1, predict the reactants needed to synthesize it. The reactants are: [CH3:1][C:2]1[C:3]([N+:12]([O-:14])=[O:13])=[C:4]([CH2:8][C:9]([OH:11])=O)[CH:5]=[CH:6][CH:7]=1.C[C:16]1C=CC=[C:18](C)[C:17]=1[N+:23]([O-])=O.C(Cl)(=O)C(Cl)=O. (2) The reactants are: [ClH:1].O1CCOCC1.[Br:8][C:9]1[CH:10]=[C:11]([CH:35]=[CH:36][CH:37]=1)[C:12]([N:14]1[CH2:19][CH2:18][N:17](C(OC(C)(C)C)=O)[CH2:16][CH:15]1[CH2:27][O:28][C:29]1[CH:30]=[N:31][CH:32]=[CH:33][CH:34]=1)=[O:13]. Given the product [ClH:1].[ClH:1].[Br:8][C:9]1[CH:10]=[C:11]([C:12]([N:14]2[CH2:19][CH2:18][NH:17][CH2:16][CH:15]2[CH2:27][O:28][C:29]2[CH:30]=[N:31][CH:32]=[CH:33][CH:34]=2)=[O:13])[CH:35]=[CH:36][CH:37]=1, predict the reactants needed to synthesize it. (3) The reactants are: [NH:1]1[CH2:6][CH2:5][O:4][CH2:3][CH:2]1[C:7]([OH:9])=O.C1CCN2C(=NCCC2)CC1.[Cl:21][C:22]1[CH:27]=[C:26]([N+:28]([O-:30])=[O:29])[CH:25]=[CH:24][C:23]=1[N:31]=[C:32]=[O:33]. Given the product [Cl:21][C:22]1[CH:27]=[C:26]([N+:28]([O-:30])=[O:29])[CH:25]=[CH:24][C:23]=1[N:31]1[C:7](=[O:9])[CH:2]2[CH2:3][O:4][CH2:5][CH2:6][N:1]2[C:32]1=[O:33], predict the reactants needed to synthesize it. (4) Given the product [Cl:1][C:2]1[CH:7]=[CH:6][C:5]([O:8][C:9](=[O:26])[N:10]([CH2:12][C@H:13]2[CH2:18][CH2:17][C@H:16]([CH2:19][O:20][CH2:21][CH2:22][CH2:23][CH2:24][N:30]([CH2:31][CH2:32][OH:33])[CH2:29][CH2:28][OH:27])[CH2:15][CH2:14]2)[CH3:11])=[CH:4][CH:3]=1, predict the reactants needed to synthesize it. The reactants are: [Cl:1][C:2]1[CH:7]=[CH:6][C:5]([O:8][C:9](=[O:26])[N:10]([CH2:12][C@H:13]2[CH2:18][CH2:17][C@H:16]([CH2:19][O:20][CH2:21][CH2:22][CH2:23][CH2:24]Br)[CH2:15][CH2:14]2)[CH3:11])=[CH:4][CH:3]=1.[OH:27][CH2:28][CH2:29][NH:30][CH2:31][CH2:32][OH:33].